This data is from Reaction yield outcomes from USPTO patents with 853,638 reactions. The task is: Predict the reaction yield, written as a fraction of the theoretical maximum amount of product (1.0 means a 100% yield; for example, 0.34 means a 34% yield). (1) The reactants are [Br:1][C:2]1[CH:3]=[C:4]2[C:8](=[C:9]([C:11]([O:13]C)=[O:12])[CH:10]=1)[NH:7][CH:6]=[CH:5]2.[OH-].[Li+]. The catalyst is CO.O. The product is [Br:1][C:2]1[CH:3]=[C:4]2[C:8](=[C:9]([C:11]([OH:13])=[O:12])[CH:10]=1)[NH:7][CH:6]=[CH:5]2. The yield is 0.990. (2) The reactants are [SH:1][C:2]1[CH:15]=[CH:14][CH:13]=[CH:12][C:3]=1[C:4]([C:6]1[CH:11]=[CH:10][CH:9]=[CH:8][CH:7]=1)=[O:5].[CH2:16]([C:18]([CH2:25]OS(C)(=O)=O)([CH2:21][CH2:22][CH2:23][CH3:24])[CH:19]=[O:20])[CH3:17].C(N(CC)CC)C.Cl. The catalyst is COCCOCCOC. The product is [C:4]([C:3]1[CH:12]=[CH:13][CH:14]=[CH:15][C:2]=1[S:1][CH2:25][C:18]([CH2:16][CH3:17])([CH2:21][CH2:22][CH2:23][CH3:24])[CH:19]=[O:20])(=[O:5])[C:6]1[CH:11]=[CH:10][CH:9]=[CH:8][CH:7]=1. The yield is 0.580. (3) The reactants are C[O:2][C:3](=[O:39])[CH2:4][C:5]1[CH:14]=[C:13]([CH:15]2[CH2:20][CH2:19][N:18]([S:21]([C:24]3[CH:29]=[C:28]([C:30]([F:33])([F:32])[F:31])[CH:27]=[C:26]([C:34]([F:37])([F:36])[F:35])[CH:25]=3)(=[O:23])=[O:22])[CH2:17][CH2:16]2)[C:12]2[C:7](=[CH:8][CH:9]=[C:10]([F:38])[CH:11]=2)[CH:6]=1.O.[OH-].[Li+]. The catalyst is C1COCC1.O. The product is [F:36][C:34]([F:35])([F:37])[C:26]1[CH:25]=[C:24]([S:21]([N:18]2[CH2:19][CH2:20][CH:15]([C:13]3[C:12]4[C:7](=[CH:8][CH:9]=[C:10]([F:38])[CH:11]=4)[CH:6]=[C:5]([CH2:4][C:3]([OH:39])=[O:2])[CH:14]=3)[CH2:16][CH2:17]2)(=[O:23])=[O:22])[CH:29]=[C:28]([C:30]([F:31])([F:32])[F:33])[CH:27]=1. The yield is 0.830. (4) The reactants are C[O:2][C:3]([C:5]1[S:6][CH:7]=[CH:8][C:9]=1[C:10](=[O:12])[NH2:11])=[O:4].[OH-].[Na+]. The catalyst is CO. The product is [C:10]([C:9]1[CH:8]=[CH:7][S:6][C:5]=1[C:3]([OH:4])=[O:2])(=[O:12])[NH2:11]. The yield is 0.883. (5) The reactants are [CH2:1]([N:3]1[C:7](=[NH:8])/[C:6](=[CH:9]\[C:10]2[CH:15]=[CH:14][C:13]([OH:16])=[C:12]([O:17][CH3:18])[CH:11]=2)/[N:5]([CH3:19])[C:4]1=[O:20])[CH3:2].C(=O)([O-])[O-].[K+].[K+].Br[CH2:28][C:29]1[CH:34]=[CH:33][CH:32]=[CH:31][C:30]=1[C:35]([F:38])([F:37])[F:36].[OH-].[Na+]. The product is [CH2:1]([N:3]1[C:7](=[NH:8])/[C:6](=[CH:9]/[C:10]2[CH:15]=[CH:14][C:13]([O:16][CH2:28][C:29]3[CH:34]=[CH:33][CH:32]=[CH:31][C:30]=3[C:35]([F:36])([F:37])[F:38])=[C:12]([O:17][CH3:18])[CH:11]=2)/[N:5]([CH3:19])[C:4]1=[O:20])[CH3:2]. The yield is 0.310. The catalyst is CN(C)C=O. (6) The yield is 0.740. The reactants are [OH:1][CH2:2][C:3]1[CH:4]=[C:5]([C:9]([C:11]2[C:16]([CH:17]([CH3:19])[CH3:18])=[C:15]([O:20][CH2:21][C:22]3[CH:27]=[CH:26][C:25]([O:28][CH3:29])=[CH:24][CH:23]=3)[N:14]=[C:13]([O:30][CH2:31][C:32]3[CH:37]=[CH:36][C:35]([O:38][CH3:39])=[CH:34][CH:33]=3)[N:12]=2)=[O:10])[CH:6]=[CH:7][CH:8]=1.[Cr](Cl)([O-])(=O)=O.[NH+]1C=CC=CC=1. The product is [CH:17]([C:16]1[C:11]([C:9]([C:5]2[CH:4]=[C:3]([CH:8]=[CH:7][CH:6]=2)[CH:2]=[O:1])=[O:10])=[N:12][C:13]([O:30][CH2:31][C:32]2[CH:37]=[CH:36][C:35]([O:38][CH3:39])=[CH:34][CH:33]=2)=[N:14][C:15]=1[O:20][CH2:21][C:22]1[CH:23]=[CH:24][C:25]([O:28][CH3:29])=[CH:26][CH:27]=1)([CH3:19])[CH3:18]. No catalyst specified. (7) The reactants are C1(C(=[N:14][CH2:15][C:16]([O:18][CH2:19][CH3:20])=[O:17])C2C=CC=CC=2)C=CC=CC=1.[H-].[Na+].[Br:23][C:24]1[CH:25]=[C:26]([Cl:31])[C:27](Cl)=[N:28][CH:29]=1. The catalyst is CN(C=O)C. The product is [NH2:14][CH:15]([C:27]1[C:26]([Cl:31])=[CH:25][C:24]([Br:23])=[CH:29][N:28]=1)[C:16]([O:18][CH2:19][CH3:20])=[O:17]. The yield is 0.200.